Dataset: Forward reaction prediction with 1.9M reactions from USPTO patents (1976-2016). Task: Predict the product of the given reaction. (1) Given the reactants [NH:1]1[CH2:5][CH2:4][CH2:3][C@H:2]1[CH2:6][OH:7].C(N(CC)CC)C.[C:15](O[C:15]([O:17][C:18]([CH3:21])([CH3:20])[CH3:19])=[O:16])([O:17][C:18]([CH3:21])([CH3:20])[CH3:19])=[O:16].C([O-])(O)=O.[Na+], predict the reaction product. The product is: [C:18]([O:17][C:15]([N:1]1[CH2:5][CH2:4][CH2:3][C@H:2]1[CH2:6][OH:7])=[O:16])([CH3:21])([CH3:20])[CH3:19]. (2) The product is: [F:29][C:30]1[CH:35]=[C:34]([C:2]2[CH:28]=[CH:27][C:5]([C:6]([NH:8][C:9]3[CH:14]=[CH:13][C:12]([O:15][CH3:16])=[C:11]([NH:17][C:18](=[O:26])[CH2:19][N:20]4[CH2:25][CH2:24][O:23][CH2:22][CH2:21]4)[CH:10]=3)=[O:7])=[CH:4][CH:3]=2)[CH:33]=[CH:32][CH:31]=1. Given the reactants Br[C:2]1[CH:28]=[CH:27][C:5]([C:6]([NH:8][C:9]2[CH:14]=[CH:13][C:12]([O:15][CH3:16])=[C:11]([NH:17][C:18](=[O:26])[CH2:19][N:20]3[CH2:25][CH2:24][O:23][CH2:22][CH2:21]3)[CH:10]=2)=[O:7])=[CH:4][CH:3]=1.[F:29][C:30]1[CH:31]=[C:32](B(O)O)[CH:33]=[CH:34][CH:35]=1.C(=O)([O-])[O-].[Na+].[Na+], predict the reaction product. (3) Given the reactants [NH2:1][CH:2]1[CH2:7][CH2:6][N:5]([CH2:8][C:9]2[CH:10]=[CH:11][C:12]([C:15]3[S:23][C:22]4[C:17](=[N:18][CH:19]=[CH:20][C:21]=4[O:24][C:25]4[CH:30]=[CH:29][C:28]([NH:31][C:32]([NH:34][CH:35]5[CH2:37][CH2:36]5)=[O:33])=[CH:27][C:26]=4[F:38])[CH:16]=3)=[N:13][CH:14]=2)[CH2:4][CH2:3]1.[CH2:39]([O:41][C:42]([CH2:44][N:45]=[C:46]=[O:47])=[O:43])[CH3:40].CN(C=O)C, predict the reaction product. The product is: [CH:35]1([NH:34][C:32](=[O:33])[NH:31][C:28]2[CH:29]=[CH:30][C:25]([O:24][C:21]3[CH:20]=[CH:19][N:18]=[C:17]4[CH:16]=[C:15]([C:12]5[N:13]=[CH:14][C:9]([CH2:8][N:5]6[CH2:6][CH2:7][CH:2]([NH:1][C:46](=[O:47])[NH:45][CH2:44][C:42]([O:41][CH2:39][CH3:40])=[O:43])[CH2:3][CH2:4]6)=[CH:10][CH:11]=5)[S:23][C:22]=34)=[C:26]([F:38])[CH:27]=2)[CH2:36][CH2:37]1.